Dataset: Full USPTO retrosynthesis dataset with 1.9M reactions from patents (1976-2016). Task: Predict the reactants needed to synthesize the given product. (1) Given the product [C:9]([O:13][C:14]([N:16]1[CH2:22][CH2:21][C:18]([CH2:19][NH:8][CH2:1][C:2]2[CH:7]=[CH:6][CH:5]=[CH:4][CH:3]=2)([OH:20])[CH2:17]1)=[O:15])([CH3:12])([CH3:10])[CH3:11], predict the reactants needed to synthesize it. The reactants are: [CH2:1]([NH2:8])[C:2]1[CH:7]=[CH:6][CH:5]=[CH:4][CH:3]=1.[C:9]([O:13][C:14]([N:16]1[CH2:22][CH2:21][C:18]2([O:20][CH2:19]2)[CH2:17]1)=[O:15])([CH3:12])([CH3:11])[CH3:10]. (2) Given the product [F:21][C:18]1[CH:19]=[CH:20][C:15]([C:13](=[O:14])[CH2:12][N:4]2[N:3]=[C:2]([CH3:1])[O:6][C:5]2=[O:7])=[CH:16][CH:17]=1, predict the reactants needed to synthesize it. The reactants are: [CH3:1][C:2]1[O:6][C:5](=[O:7])[NH:4][N:3]=1.C[O-].[Na+].Cl[CH2:12][C:13]([C:15]1[CH:20]=[CH:19][C:18]([F:21])=[CH:17][CH:16]=1)=[O:14]. (3) Given the product [CH2:1]([O:3][C:4](=[O:19])[C@@H:5]([O:17][CH3:18])[CH2:6][C:7]1[CH:12]=[CH:11][C:10]([CH2:13][CH2:14][CH2:15][CH2:22][OH:24])=[CH:9][CH:8]=1)[CH3:2], predict the reactants needed to synthesize it. The reactants are: [CH2:1]([O:3][C:4](=[O:19])[C@@H:5]([O:17][CH3:18])[CH2:6][C:7]1[CH:12]=[CH:11][C:10]([C:13]#[C:14][CH2:15]O)=[CH:9][CH:8]=1)[CH3:2].[H][H].[C:22](OCC)(=[O:24])C.